This data is from Catalyst prediction with 721,799 reactions and 888 catalyst types from USPTO. The task is: Predict which catalyst facilitates the given reaction. (1) Reactant: CC([CH:5]([C:9]1[CH:14]=[CH:13][CH:12]=[CH:11][C:10]=1[NH:15][C:16](=[O:31])[CH2:17][O:18][C:19]1[CH:24]=[CH:23][C:22]([C:25]2[CH:30]=[CH:29][CH:28]=[CH:27][CH:26]=2)=[CH:21][CH:20]=1)[C:6]([O-:8])=[O:7])(C)C.C(O)(C(F)(F)F)=O. Product: [C:22]1([C:25]2[CH:30]=[CH:29][CH:28]=[CH:27][CH:26]=2)[CH:21]=[CH:20][C:19]([O:18][CH2:17][C:16]([NH:15][C:10]2[CH:11]=[CH:12][CH:13]=[CH:14][C:9]=2[CH2:5][C:6]([OH:8])=[O:7])=[O:31])=[CH:24][CH:23]=1. The catalyst class is: 2. (2) Reactant: [C:1]([O:5][C:6](=[O:15])[CH:7]([O:11][C:12](=[O:14])[CH3:13])[C:8]([CH3:10])=[O:9])([CH3:4])([CH3:3])[CH3:2].[H-].[Na+].[CH2:18](Br)[CH2:19][CH3:20]. Product: [C:1]([O:5][C:6](=[O:15])[C:7]([O:11][C:12](=[O:14])[CH3:13])([C:8](=[O:9])[CH3:10])[CH2:18][CH2:19][CH3:20])([CH3:2])([CH3:3])[CH3:4]. The catalyst class is: 3. (3) Reactant: [N:1]#[C:2]Br.C(=O)([O-])[O-].[Na+].[Na+].[NH2:10][C@H:11]1[C:20]2[C:15](=[CH:16][CH:17]=[CH:18][CH:19]=2)[N:14]([C:21](=[O:23])[CH3:22])[C@@H:13]([CH:24]2[CH2:26][CH2:25]2)[C@@H:12]1[CH3:27].[OH:28][CH2:29][C:30](=O)[CH3:31].[OH-].[Na+]. Product: [CH:24]1([C@H:13]2[C@H:12]([CH3:27])[C@@H:11]([NH:10][C:2]3[O:28][CH:29]=[C:30]([CH3:31])[N:1]=3)[C:20]3[C:15](=[CH:16][CH:17]=[CH:18][CH:19]=3)[N:14]2[C:21](=[O:23])[CH3:22])[CH2:26][CH2:25]1. The catalyst class is: 20. (4) Reactant: [CH3:1][O:2][C:3](=[O:11])[C:4]1[CH:9]=[CH:8][C:7]([NH2:10])=[CH:6][CH:5]=1.[Br:12][C:13]1[CH:14]=[C:15]([CH:18]=[CH:19][CH:20]=1)[CH:16]=O.[CH2:21]=[C:22]([CH3:24])[CH3:23].FC(F)(F)S([O-])(=O)=O.[Yb+3].FC(F)(F)S([O-])(=O)=O.FC(F)(F)S([O-])(=O)=O. Product: [CH3:1][O:2][C:3]([C:4]1[CH:5]=[C:6]2[C:7](=[CH:8][CH:9]=1)[NH:10][CH:16]([C:15]1[CH:18]=[CH:19][CH:20]=[C:13]([Br:12])[CH:14]=1)[CH2:21][C:22]2([CH3:24])[CH3:23])=[O:11]. The catalyst class is: 115.